This data is from Forward reaction prediction with 1.9M reactions from USPTO patents (1976-2016). The task is: Predict the product of the given reaction. (1) Given the reactants [CH3:1][C:2]1[CH:7]=[CH:6][C:5]([S:8](Cl)(=[O:10])=[O:9])=[CH:4][CH:3]=1.[CH3:12][O:13][CH2:14][CH2:15][CH2:16][OH:17].N1C=CC=CC=1, predict the reaction product. The product is: [CH3:12][O:13][CH2:14][CH2:15][CH2:16][O:17][S:8]([C:5]1[CH:6]=[CH:7][C:2]([CH3:1])=[CH:3][CH:4]=1)(=[O:10])=[O:9]. (2) Given the reactants [C@@H:1]12[N:8](C)[C@@H:5]([CH2:6][CH2:7]1)[CH2:4][CH2:3][CH2:2]2.C(=O)([O-])OCC[Cl:14].O, predict the reaction product. The product is: [ClH:14].[CH:5]12[NH:8][CH:1]([CH2:7][CH2:6]1)[CH2:2][CH2:3][CH2:4]2. (3) The product is: [CH3:43][O:44][CH2:45][C:46]([O:1][CH:2]([C:22]1[CH:23]=[C:24]2[C:28](=[CH:29][CH:30]=1)[N:27]([CH3:31])[CH:26]=[C:25]2[CH2:32][CH2:33][CH2:34][O:35][CH3:36])[CH:3]([CH:19]([CH3:21])[CH3:20])[CH2:4][CH:5]1[CH2:9][O:8][C:7]([CH3:11])([CH3:10])[N:6]1[C:12]([O:14][C:15]([CH3:16])([CH3:17])[CH3:18])=[O:13])=[O:47]. Given the reactants [OH:1][CH:2]([C:22]1[CH:23]=[C:24]2[C:28](=[CH:29][CH:30]=1)[N:27]([CH3:31])[CH:26]=[C:25]2[CH2:32][CH2:33][CH2:34][O:35][CH3:36])[CH:3]([CH:19]([CH3:21])[CH3:20])[CH2:4][CH:5]1[CH2:9][O:8][C:7]([CH3:11])([CH3:10])[N:6]1[C:12]([O:14][C:15]([CH3:18])([CH3:17])[CH3:16])=[O:13].N1C=CC=CC=1.[CH3:43][O:44][CH2:45][C:46](Cl)=[O:47].Cl, predict the reaction product. (4) Given the reactants Br[CH2:2][CH2:3][C:4]([F:7])([F:6])[F:5].[CH2:8]([CH2:10][NH2:11])[OH:9].C(=O)([O-])[O-].[K+].[K+], predict the reaction product. The product is: [F:5][C:4]([F:7])([F:6])[CH2:3][CH2:2][NH:11][CH2:10][CH2:8][OH:9]. (5) Given the reactants [Cl-].[Cl:2][C:3]1[CH:4]=[C:5]([C@@H:11]([NH3+:13])[CH3:12])[CH:6]=[CH:7][C:8]=1[O:9][CH3:10].C([O:18][C:19]([C:21]1[CH:26]=[CH:25][CH:24]=[CH:23][C:22]=1[C:27]1[CH:32]=[CH:31][C:30]([CH2:33][N:34]2[C:42]3[C:37](=[CH:38][C:39]([C:43](O)=[O:44])=[CH:40][CH:41]=3)[C:36]([CH3:46])=[C:35]2[CH3:47])=[CH:29][CH:28]=1)=[O:20])(C)(C)C, predict the reaction product. The product is: [Cl:2][C:3]1[CH:4]=[C:5]([C@@H:11]([NH:13][C:43]([C:39]2[CH:38]=[C:37]3[C:42](=[CH:41][CH:40]=2)[N:34]([CH2:33][C:30]2[CH:29]=[CH:28][C:27]([C:22]4[C:21]([C:19]([OH:20])=[O:18])=[CH:26][CH:25]=[CH:24][CH:23]=4)=[CH:32][CH:31]=2)[C:35]([CH3:47])=[C:36]3[CH3:46])=[O:44])[CH3:12])[CH:6]=[CH:7][C:8]=1[O:9][CH3:10]. (6) Given the reactants Br[C:2]1[CH:3]=[C:4]2[C:9](=[CH:10][CH:11]=1)[N:8]=[CH:7][CH:6]=[C:5]2[S:12][C:13]1([C:17]([O:19][CH2:20][CH3:21])=[O:18])[CH2:16][CH2:15][CH2:14]1.[CH:22]1(B(O)O)[CH2:24][CH2:23]1.C(=O)([O-])[O-].[Na+].[Na+].O1CCOCC1, predict the reaction product. The product is: [CH:22]1([C:2]2[CH:3]=[C:4]3[C:9](=[CH:10][CH:11]=2)[N:8]=[CH:7][CH:6]=[C:5]3[S:12][C:13]2([C:17]([O:19][CH2:20][CH3:21])=[O:18])[CH2:16][CH2:15][CH2:14]2)[CH2:24][CH2:23]1. (7) The product is: [Cl:13][CH2:14][C:15]([NH:1][CH:2]([CH3:5])[CH2:3][OH:4])=[O:16]. Given the reactants [NH2:1][CH:2]([CH3:5])[CH2:3][OH:4].CCN(CC)CC.[Cl:13][CH2:14][C:15](Cl)=[O:16], predict the reaction product. (8) Given the reactants [CH2:1]([NH:3][C:4](=[O:41])[NH:5][C:6]1[CH:11]=[CH:10][C:9]([C:12]2[N:20]=[C:19]3[C:15]([N:16]=[C:17]([C:22]4([OH:33])[CH2:25][N:24](C(OC(C)(C)C)=O)[CH2:23]4)[N:18]3[CH3:21])=[C:14]([N:34]3[CH2:39][CH2:38][O:37][CH2:36][C@@H:35]3[CH3:40])[N:13]=2)=[CH:8][CH:7]=1)[CH3:2].Cl.O1CCOCC1.FC(F)(F)C(O)=O, predict the reaction product. The product is: [CH2:1]([NH:3][C:4]([NH:5][C:6]1[CH:11]=[CH:10][C:9]([C:12]2[N:20]=[C:19]3[C:15]([N:16]=[C:17]([C:22]4([OH:33])[CH2:23][NH:24][CH2:25]4)[N:18]3[CH3:21])=[C:14]([N:34]3[CH2:39][CH2:38][O:37][CH2:36][C@@H:35]3[CH3:40])[N:13]=2)=[CH:8][CH:7]=1)=[O:41])[CH3:2]. (9) Given the reactants [Br:1][C:2]1[CH:3]=[C:4]([N:8]2[CH2:23][CH:11]3[CH2:12][N:13](C(OC(C)(C)C)=O)[CH2:14][CH2:15][N:10]3[C:9]2=[O:24])[CH:5]=[CH:6][CH:7]=1.C(OCC)(=O)C.[ClH:31], predict the reaction product. The product is: [ClH:31].[Br:1][C:2]1[CH:3]=[C:4]([N:8]2[CH2:23][CH:11]3[CH2:12][NH:13][CH2:14][CH2:15][N:10]3[C:9]2=[O:24])[CH:5]=[CH:6][CH:7]=1.